Dataset: Reaction yield outcomes from USPTO patents with 853,638 reactions. Task: Predict the reaction yield, written as a fraction of the theoretical maximum amount of product (1.0 means a 100% yield; for example, 0.34 means a 34% yield). The reactants are C(S([C:11]1[N:12]=[C:13]([S:34]([CH2:37][C:38]2[CH:43]=[CH:42][CH:41]=[CH:40][CH:39]=2)(=O)=O)[C:14]2[C:22]3[C:17](=[C:18]([N:24]([CH3:32])C(=O)OC(C)(C)C)[CH:19]=[C:20]([F:23])[CH:21]=3)[NH:16][C:15]=2[N:33]=1)(=O)=O)C1C=CC=CC=1.[C:44](=O)([O-])[O-:45].[K+].[K+].CS.[CH3:52][C:53]1[N:58]=[CH:57][C:56]([OH:59])=[CH:55][N:54]=1. The catalyst is CN1C(=O)CCC1. The product is [F:23][C:20]1[CH:21]=[C:22]2[C:17](=[C:18]([NH:24][CH3:32])[CH:19]=1)[NH:16][C:15]1[N:33]=[C:11]([O:59][C:56]3[CH:55]=[N:54][C:53]([CH3:52])=[N:58][CH:57]=3)[N:12]=[C:13]([S:34][CH2:37][C:38]3[CH:43]=[CH:42][C:41]([O:45][CH3:44])=[CH:40][CH:39]=3)[C:14]2=1. The yield is 0.830.